The task is: Regression. Given a peptide amino acid sequence and an MHC pseudo amino acid sequence, predict their binding affinity value. This is MHC class I binding data.. This data is from Peptide-MHC class I binding affinity with 185,985 pairs from IEDB/IMGT. (1) The peptide sequence is SNSKEIPSFR. The MHC is HLA-A03:01 with pseudo-sequence HLA-A03:01. The binding affinity (normalized) is 0.0375. (2) The peptide sequence is MPICMDVRAI. The MHC is HLA-B15:01 with pseudo-sequence HLA-B15:01. The binding affinity (normalized) is 0.0148. (3) The peptide sequence is VYERQPCWY. The MHC is HLA-B07:02 with pseudo-sequence HLA-B07:02. The binding affinity (normalized) is 0.0847. (4) The binding affinity (normalized) is 1.00. The peptide sequence is LTVKHMANV. The MHC is HLA-A02:06 with pseudo-sequence HLA-A02:06.